From a dataset of Full USPTO retrosynthesis dataset with 1.9M reactions from patents (1976-2016). Predict the reactants needed to synthesize the given product. Given the product [CH3:1][O:2][C:3](=[O:13])[C:4]1[C:9]([F:10])=[CH:8][C:7]([N:79]=[C:66]([C:67]2[CH:72]=[CH:71][CH:70]=[CH:69][CH:68]=2)[C:73]2[CH:78]=[CH:77][CH:76]=[CH:75][CH:74]=2)=[CH:6][C:5]=1[F:12], predict the reactants needed to synthesize it. The reactants are: [CH3:1][O:2][C:3](=[O:13])[C:4]1[C:9]([F:10])=[CH:8][C:7](Br)=[CH:6][C:5]=1[F:12].C(=O)([O-])[O-].[Cs+].[Cs+].C1(P(C2C=CC=CC=2)C2C=CC3C(=CC=CC=3)C=2C2C3C(=CC=CC=3)C=CC=2P(C2C=CC=CC=2)C2C=CC=CC=2)C=CC=CC=1.[C:66](=[NH:79])([C:73]1[CH:78]=[CH:77][CH:76]=[CH:75][CH:74]=1)[C:67]1[CH:72]=[CH:71][CH:70]=[CH:69][CH:68]=1.